From a dataset of Reaction yield outcomes from USPTO patents with 853,638 reactions. Predict the reaction yield, written as a fraction of the theoretical maximum amount of product (1.0 means a 100% yield; for example, 0.34 means a 34% yield). (1) The reactants are Cl[C:2]1[CH:11]=[CH:10][C:5]([C:6]([O:8][CH3:9])=[O:7])=[C:4]([N+:12]([O-:14])=[O:13])[CH:3]=1.[F:15][C:16]1[CH:21]=[CH:20][C:19](B(O)O)=[CH:18][CH:17]=1.[F-].[Cs+].O. The catalyst is C(OCC)(=O)C.C1CCC(P(C2CCCCC2)C2CCCCC2)CC1.C1CCC(P(C2CCCCC2)C2CCCCC2)CC1.Cl[Pd]Cl.CCCCCC.C(OCC)(=O)C.C(#N)C. The product is [F:15][C:16]1[CH:21]=[CH:20][C:19]([C:2]2[CH:11]=[CH:10][C:5]([C:6]([O:8][CH3:9])=[O:7])=[C:4]([N+:12]([O-:14])=[O:13])[CH:3]=2)=[CH:18][CH:17]=1. The yield is 0.840. (2) The reactants are [OH:1][C:2]1[C:3]([CH3:17])=[C:4]([NH:9]C(=O)OC(C)(C)C)[C:5]([CH3:8])=[CH:6][CH:7]=1.C(O)(C(F)(F)F)=O. The catalyst is C(Cl)Cl. The product is [NH2:9][C:4]1[C:3]([CH3:17])=[C:2]([OH:1])[CH:7]=[CH:6][C:5]=1[CH3:8]. The yield is 0.970. (3) The reactants are [NH2:1][C:2]1[CH:7]=[CH:6][C:5]([N:8]2[C:14](=[O:15])[CH2:13][C:12](=[O:16])[NH:11][C:10]3[C:17]4[C:22]([CH:23]=[CH:24][C:9]2=3)=[CH:21][CH:20]=[CH:19][CH:18]=4)=[CH:4][CH:3]=1.[C:25]1([CH3:34])[C:26]([N:31]=[C:32]=[S:33])=[CH:27][CH:28]=[CH:29][CH:30]=1. No catalyst specified. The product is [O:16]=[C:12]1[NH:11][C:10]2[C:17]3[C:22]([CH:23]=[CH:24][C:9]=2[N:8]([C:5]2[CH:6]=[CH:7][C:2]([NH:1][C:32]([NH:31][C:26]4[CH:27]=[CH:28][CH:29]=[CH:30][C:25]=4[CH3:34])=[S:33])=[CH:3][CH:4]=2)[C:14](=[O:15])[CH2:13]1)=[CH:21][CH:20]=[CH:19][CH:18]=3. The yield is 0.300. (4) The reactants are C[O:2][C:3]1[C:11]2[O:10][C:9]([CH3:13])([CH3:12])[C:8](=[O:14])[C:7]=2[C:6]([CH3:15])=[CH:5][C:4]=1[CH3:16].Br.O.C(=O)(O)[O-].[Na+]. The catalyst is C(O)(=O)C. The product is [OH:2][C:3]1[C:11]2[O:10][C:9]([CH3:12])([CH3:13])[C:8](=[O:14])[C:7]=2[C:6]([CH3:15])=[CH:5][C:4]=1[CH3:16]. The yield is 0.950. (5) The reactants are [CH2:1]([O:4][CH2:5][CH2:6][C:7]([B:9]1[O:13][C:12]([CH3:15])([CH3:14])[C:11]([CH3:17])([CH3:16])[O:10]1)=[CH2:8])C=C. The catalyst is Cl[Ru](=C1N(C2C(C)=CC(C)=CC=2C)CCN1C1C(C)=CC(C)=CC=1C)(Cl)(=CC1C=CC=CC=1)[P](C1CCCCC1)(C1CCCCC1)C1CCCCC1.ClCCl. The product is [O:4]1[CH2:1][CH:8]=[C:7]([B:9]2[O:10][C:11]([CH3:16])([CH3:17])[C:12]([CH3:14])([CH3:15])[O:13]2)[CH2:6][CH2:5]1. The yield is 0.990.